From a dataset of Forward reaction prediction with 1.9M reactions from USPTO patents (1976-2016). Predict the product of the given reaction. (1) Given the reactants Br[C:2]1[N:7]=[CH:6][C:5]([NH:8][C:9](=[O:31])[CH2:10][N:11]2[C@@H:15]([CH2:16][CH:17]([CH3:19])[CH3:18])[CH2:14][N:13]([C:20]3[CH:21]=[N:22][C:23]([C:26]([F:29])([F:28])[F:27])=[CH:24][CH:25]=3)[C:12]2=[O:30])=[CH:4][CH:3]=1.C([Sn](CCCC)(CCCC)[C:37]([O:39]CC)=[CH2:38])CCC.C(=O)([O-])O.[Na+], predict the reaction product. The product is: [C:37]([C:2]1[N:7]=[CH:6][C:5]([NH:8][C:9](=[O:31])[CH2:10][N:11]2[C@@H:15]([CH2:16][CH:17]([CH3:18])[CH3:19])[CH2:14][N:13]([C:20]3[CH:21]=[N:22][C:23]([C:26]([F:29])([F:27])[F:28])=[CH:24][CH:25]=3)[C:12]2=[O:30])=[CH:4][CH:3]=1)(=[O:39])[CH3:38]. (2) Given the reactants Br[C:2]1[N:3]=[CH:4][N:5]([C:7]2[N:12]=[C:11]([C:13]3[CH:18]=[CH:17][C:16]([Cl:19])=[CH:15][CH:14]=3)[CH:10]=[C:9]([CH3:20])[N:8]=2)[CH:6]=1.[N:21]1[CH:26]=[CH:25][CH:24]=[C:23](B(O)O)[CH:22]=1, predict the reaction product. The product is: [Cl:19][C:16]1[CH:17]=[CH:18][C:13]([C:11]2[CH:10]=[C:9]([CH3:20])[N:8]=[C:7]([N:5]3[CH:6]=[C:2]([C:23]4[CH:22]=[N:21][CH:26]=[CH:25][CH:24]=4)[N:3]=[CH:4]3)[N:12]=2)=[CH:14][CH:15]=1.